The task is: Predict the reactants needed to synthesize the given product.. This data is from Full USPTO retrosynthesis dataset with 1.9M reactions from patents (1976-2016). Given the product [NH2:3][C:4]1[N:12]=[C:11]([CH2:13][CH2:14][CH:15]([OH:17])[CH3:16])[N:10]=[C:9]2[C:5]=1[N:6]=[C:7]([Br:1])[N:8]2[CH3:18], predict the reactants needed to synthesize it. The reactants are: [Br:1]Br.[NH2:3][C:4]1[N:12]=[C:11]([CH2:13][CH2:14][CH:15]([OH:17])[CH3:16])[N:10]=[C:9]2[C:5]=1[N:6]=[CH:7][N:8]2[CH3:18].C([O-])(=O)C.[Na+].C(O)(=O)C.